Dataset: Retrosynthesis with 50K atom-mapped reactions and 10 reaction types from USPTO. Task: Predict the reactants needed to synthesize the given product. (1) Given the product O=C(CCCCCOc1cc(-c2ccccc2)c2ccccc2n1)N1CCCC1, predict the reactants needed to synthesize it. The reactants are: C1CCNC1.O=C(O)CCCCCOc1cc(-c2ccccc2)c2ccccc2n1. (2) The reactants are: OCC=Cc1ccccc1.[OH-]. Given the product OC[C@H]1O[C@@H]1c1ccccc1, predict the reactants needed to synthesize it. (3) The reactants are: CC(C)(C)OC(=O)N[C@@H]1CC=CCCC(=O)N[C@H](c2ccccc2)CCOC1=O. Given the product N[C@@H]1CC=CCCC(=O)N[C@H](c2ccccc2)CCOC1=O, predict the reactants needed to synthesize it. (4) Given the product Cc1c(N(Cc2ccc(OC(F)(F)F)cc2)S(=O)(=O)N2CCC(C(=O)O)CC2)sc2ccccc12, predict the reactants needed to synthesize it. The reactants are: CCOC(=O)C1CCN(S(=O)(=O)N(Cc2ccc(OC(F)(F)F)cc2)c2sc3ccccc3c2C)CC1. (5) Given the product CC(C)(C)c1ccc(S(=O)(=O)NCc2ccc(C(=O)Nc3cnccc3C(F)(F)F)cc2)cc1, predict the reactants needed to synthesize it. The reactants are: CC(C)(C)c1ccc(S(=O)(=O)NCc2ccc(C(=O)O)cc2)cc1.Nc1cnccc1C(F)(F)F.